Dataset: Full USPTO retrosynthesis dataset with 1.9M reactions from patents (1976-2016). Task: Predict the reactants needed to synthesize the given product. (1) Given the product [Cl:16][C:10]1[CH:11]=[CH:12][CH:13]=[C:14]([Cl:15])[C:9]=1[C:8]([NH:7][C@H:6]([C:5]([OH:32])=[O:4])[CH2:18][C:19]1[CH:24]=[CH:23][C:22]([C:25]2[CH:29]=[CH:28][S:27][C:26]=2[CH2:30][OH:31])=[CH:21][CH:20]=1)=[O:17], predict the reactants needed to synthesize it. The reactants are: [BH4-].[Na+].C[O:4][C:5](=[O:32])[C@H:6]([CH2:18][C:19]1[CH:24]=[CH:23][C:22]([C:25]2[CH:29]=[CH:28][S:27][C:26]=2[CH:30]=[O:31])=[CH:21][CH:20]=1)[NH:7][C:8](=[O:17])[C:9]1[C:14]([Cl:15])=[CH:13][CH:12]=[CH:11][C:10]=1[Cl:16]. (2) Given the product [C:1]([C:3]1[CH:4]=[C:5]([CH2:9][CH2:10][C:11]([O:13][CH3:14])=[O:12])[CH:6]=[CH:7][CH:8]=1)#[N:2], predict the reactants needed to synthesize it. The reactants are: [C:1]([C:3]1[CH:4]=[C:5](/[CH:9]=[CH:10]/[C:11]([O:13][CH3:14])=[O:12])[CH:6]=[CH:7][CH:8]=1)#[N:2]. (3) Given the product [Cl:18][C:11]1[CH:10]=[C:9](/[CH:8]=[C:4]2/[C:5](=[O:7])[N:6]3[CH:20]=[C:21]([C:23]4[CH:24]=[C:25]5[C:29](=[CH:30][CH:31]=4)[NH:28][C:27](=[O:32])[CH2:26]5)[N:1]=[C:2]3[S:3]/2)[CH:14]=[C:13]([O:15][CH3:16])[C:12]=1[OH:17], predict the reactants needed to synthesize it. The reactants are: [NH2:1][C:2]1[S:3]/[C:4](=[CH:8]\[C:9]2[CH:14]=[C:13]([O:15][CH3:16])[C:12]([OH:17])=[C:11]([Cl:18])[CH:10]=2)/[C:5](=[O:7])[N:6]=1.Br[CH2:20][C:21]([C:23]1[CH:24]=[C:25]2[C:29](=[CH:30][CH:31]=1)[NH:28][C:27](=[O:32])[CH2:26]2)=O.